Dataset: Catalyst prediction with 721,799 reactions and 888 catalyst types from USPTO. Task: Predict which catalyst facilitates the given reaction. (1) Reactant: [NH2:1][C:2]1[CH:14]=[CH:13][C:5]([C:6]([O:8][C:9]([CH3:12])([CH3:11])[CH3:10])=[O:7])=[CH:4][CH:3]=1.[CH2:15]=O.C[O-].[Na+].CO.[Na]. Product: [CH3:15][NH:1][C:2]1[CH:14]=[CH:13][C:5]([C:6]([O:8][C:9]([CH3:10])([CH3:11])[CH3:12])=[O:7])=[CH:4][CH:3]=1. The catalyst class is: 645. (2) The catalyst class is: 1. Product: [F:35][C:36]1[C:41]([F:42])=[C:40]([O:43][CH2:44][CH3:45])[CH:39]=[CH:38][C:37]=1[CH:46]1[CH2:51][CH2:50][C:49](=[CH:9][CH2:8][CH:3]2[O:2][CH2:7][CH2:6][CH2:5][O:4]2)[CH2:48][CH2:47]1. Reactant: [Br-].[O:2]1[CH2:7][CH2:6][CH2:5][O:4][CH:3]1[CH2:8][CH2:9][P+](C1C=CC=CC=1)(C1C=CC=CC=1)C1C=CC=CC=1.CC([O-])(C)C.[K+].[F:35][C:36]1[C:41]([F:42])=[C:40]([O:43][CH2:44][CH3:45])[CH:39]=[CH:38][C:37]=1[CH:46]1[CH2:51][CH2:50][C:49](=O)[CH2:48][CH2:47]1. (3) Reactant: C[C:2]1[C:3]([O:39][CH2:40][CH2:41][CH2:42][O:43][CH3:44])=[C:4]([CH:8]=[CH:9][C:10]=1[CH2:11][O:12][CH:13]1[CH:18]([C:19]2[CH:24]=[CH:23][C:22]([O:25][CH2:26][CH2:27][CH2:28][O:29][CH2:30][C:31]3[CH:36]=[CH:35][CH:34]=[CH:33][C:32]=3[O:37][CH3:38])=[CH:21][CH:20]=2)[CH2:17][CH2:16][NH:15][CH2:14]1)[C:5]([OH:7])=[O:6].[OH-].[Na+].Cl. Product: [CH3:38][O:37][C:32]1[CH:33]=[CH:34][CH:35]=[CH:36][C:31]=1[CH2:30][O:29][CH2:28][CH2:27][CH2:26][O:25][C:22]1[CH:21]=[CH:20][C:19]([CH:18]2[CH2:17][CH2:16][NH:15][CH2:14][CH:13]2[O:12][CH2:11][C:10]2[CH:9]=[CH:8][C:4]([C:5]([OH:7])=[O:6])=[C:3]([O:39][CH2:40][CH2:41][CH2:42][O:43][CH3:44])[CH:2]=2)=[CH:24][CH:23]=1. The catalyst class is: 5. (4) Reactant: [CH2:1]([O:3][CH2:4][CH2:5][C:6]1[N:7]=[CH:8][C:9]([NH2:12])=[N:10][CH:11]=1)[CH3:2].C1C(=O)N([Br:20])C(=O)C1. Product: [Br:20][C:8]1[C:9]([NH2:12])=[N:10][CH:11]=[C:6]([CH2:5][CH2:4][O:3][CH2:1][CH3:2])[N:7]=1. The catalyst class is: 2. (5) Reactant: [F:1][C:2]1[C:3]([NH:18][C:19]2[CH:24]=[CH:23][C:22]([I:25])=[CH:21][C:20]=2[F:26])=[C:4]([CH:12]=[C:13]([CH:16]=O)[C:14]=1[F:15])[C:5]([NH:7][O:8][CH2:9][CH2:10][OH:11])=[O:6].[CH3:27][S:28][CH2:29][CH2:30][CH2:31][O:32][NH2:33]. Product: [F:1][C:2]1[C:3]([NH:18][C:19]2[CH:24]=[CH:23][C:22]([I:25])=[CH:21][C:20]=2[F:26])=[C:4]([CH:12]=[C:13](/[CH:16]=[N:33]/[O:32][CH2:31][CH2:30][CH2:29][S:28][CH3:27])[C:14]=1[F:15])[C:5]([NH:7][O:8][CH2:9][CH2:10][OH:11])=[O:6]. The catalyst class is: 61.